This data is from Full USPTO retrosynthesis dataset with 1.9M reactions from patents (1976-2016). The task is: Predict the reactants needed to synthesize the given product. The reactants are: Cl[C:2]1[CH:7]=[C:6]([C:8]2[N:13]=[C:12]([C:14]([F:17])([F:16])[F:15])[CH:11]=[C:10]([C:18]3[CH:23]=[CH:22][CH:21]=[C:20]([C:24]([F:27])([F:26])[F:25])[CH:19]=3)[N:9]=2)[CH:5]=[CH:4][N:3]=1.[C:28]([NH:32][S:33]([C:36]1[CH:37]=[C:38](B(O)O)[CH:39]=[CH:40][CH:41]=1)(=[O:35])=[O:34])([CH3:31])([CH3:30])[CH3:29]. Given the product [C:28]([NH:32][S:33]([C:36]1[CH:37]=[CH:38][CH:39]=[C:40]([C:2]2[CH:7]=[C:6]([C:8]3[N:13]=[C:12]([C:14]([F:17])([F:16])[F:15])[CH:11]=[C:10]([C:18]4[CH:23]=[CH:22][CH:21]=[C:20]([C:24]([F:27])([F:26])[F:25])[CH:19]=4)[N:9]=3)[CH:5]=[CH:4][N:3]=2)[CH:41]=1)(=[O:35])=[O:34])([CH3:31])([CH3:29])[CH3:30], predict the reactants needed to synthesize it.